Dataset: CYP2C19 inhibition data for predicting drug metabolism from PubChem BioAssay. Task: Regression/Classification. Given a drug SMILES string, predict its absorption, distribution, metabolism, or excretion properties. Task type varies by dataset: regression for continuous measurements (e.g., permeability, clearance, half-life) or binary classification for categorical outcomes (e.g., BBB penetration, CYP inhibition). Dataset: cyp2c19_veith. (1) The compound is CO[C@@H]1COC(=O)C/C=C\[C@H](C)[C@@H](OC)COC(=O)[C@H](C)NC(=O)C/C=C\[C@H]1C. The result is 0 (non-inhibitor). (2) The result is 1 (inhibitor). The compound is Cc1nnc(SCc2ccc(F)cc2Cl)s1. (3) The drug is CCOC(=O)c1cccc(C(=O)OCC)n1. The result is 0 (non-inhibitor). (4) The drug is CC(=O)c1cc2c(cc1N/C=C\c1nnnn1-c1ccc(Br)cc1)OCO2. The result is 1 (inhibitor). (5) The drug is CC[C@@H]1OC(=O)[C@H](C)[C@H](O[C@@H]2C[C@](C)(OC)[C@H](O)[C@H](C)O2)[C@H](C)[C@H](O[C@@H]2O[C@@H](C)C[C@@H](N(C)C)[C@@H]2O)[C@](C)(O)C[C@H](C)[C@@H]2N[C@H](COCCOC)O[C@H]([C@@H]2C)[C@]1(C)O. The result is 0 (non-inhibitor). (6) The compound is CN(C)c1ccc(-c2cc(N(C)Cc3ccco3)ncn2)cc1. The result is 1 (inhibitor). (7) The molecule is Cn1c(=O)c2[nH]c(-c3ccccc3)nc2n(C)c1=O. The result is 0 (non-inhibitor). (8) The drug is Cc1cc(C)c(S(=O)(=O)N2CCN(c3ccc([N+](=O)[O-])c(NCC4CCCO4)c3)CC2)c(C)c1. The result is 1 (inhibitor). (9) The drug is O=C(O)C(=Cc1ccnc2ccccc12)C(=O)O. The result is 0 (non-inhibitor).